Dataset: Full USPTO retrosynthesis dataset with 1.9M reactions from patents (1976-2016). Task: Predict the reactants needed to synthesize the given product. Given the product [I:8][C:5]1[CH:6]=[CH:7][C:2]([N:1]=[CH2:9])=[N:3][CH:4]=1, predict the reactants needed to synthesize it. The reactants are: [NH2:1][C:2]1[CH:7]=[CH:6][C:5]([I:8])=[CH:4][N:3]=1.[CH2:9]=O.